Dataset: Forward reaction prediction with 1.9M reactions from USPTO patents (1976-2016). Task: Predict the product of the given reaction. (1) Given the reactants [N+:1]([C:4]1[CH:9]=[C:8]([N+:10]([O-:12])=[O:11])[CH:7]=[CH:6][C:5]=1[OH:13])([O-:3])=[O:2].C(N(CC)CC)C.[Br:21][C:22]([CH3:27])([CH3:26])[C:23](Br)=[O:24], predict the reaction product. The product is: [N+:1]([C:4]1[CH:9]=[C:8]([N+:10]([O-:12])=[O:11])[CH:7]=[CH:6][C:5]=1[O:13][C:23](=[O:24])[C:22]([Br:21])([CH3:27])[CH3:26])([O-:3])=[O:2]. (2) The product is: [Cl:1][C:2]1[CH:3]=[CH:4][C:5]([C@@H:6]([NH2:13])[C:7]2[CH:12]=[CH:11][CH:10]=[CH:9][CH:8]=2)=[CH:14][CH:15]=1. Given the reactants [Cl:1][C:2]1[CH:15]=[CH:14][C:5]([CH:6]([NH2:13])[C:7]2[CH:12]=[CH:11][CH:10]=[CH:9][CH:8]=2)=[CH:4][CH:3]=1.C(O)(=O)[C@H]([C@@H](C(O)=O)O)O, predict the reaction product. (3) Given the reactants [CH3:1][N:2]1[C:11]2[C:6](=[CH:7][CH:8]=[CH:9][CH:10]=2)[CH:5]([CH3:12])[CH2:4][C:3]1=[O:13].[Cl:14][CH2:15][C:16](Cl)=[O:17], predict the reaction product. The product is: [Cl:14][CH2:15][C:16]([C:8]1[CH:7]=[C:6]2[C:11](=[CH:10][CH:9]=1)[N:2]([CH3:1])[C:3](=[O:13])[CH2:4][CH:5]2[CH3:12])=[O:17]. (4) Given the reactants [F:1][C:2]1[CH:3]=[C:4]([C:9](=[C:23]2[CH2:29][CH2:28][CH2:27][CH2:26][CH2:25][CH2:24]2)[C:10]2[CH:15]=[CH:14][C:13](/[CH:16]=[CH:17]/[C:18]([O:20]CC)=[O:19])=[CH:12][CH:11]=2)[CH:5]=[CH:6][C:7]=1[OH:8].[OH-].[Na+].Cl, predict the reaction product. The product is: [F:1][C:2]1[CH:3]=[C:4]([C:9](=[C:23]2[CH2:29][CH2:28][CH2:27][CH2:26][CH2:25][CH2:24]2)[C:10]2[CH:15]=[CH:14][C:13](/[CH:16]=[CH:17]/[C:18]([OH:20])=[O:19])=[CH:12][CH:11]=2)[CH:5]=[CH:6][C:7]=1[OH:8]. (5) Given the reactants [CH2:1]([N:8]1[C:17]2[C:12](=[C:13]([N:19]3[CH2:24][CH2:23][NH:22][CH2:21][CH2:20]3)[CH:14]=[C:15]([Cl:18])[CH:16]=2)[C:11](=[O:25])[N:10]([CH2:26][C:27]2[CH:32]=[CH:31][CH:30]=[CH:29][C:28]=2[O:33]C)[C:9]1=[O:35])[C:2]1[CH:7]=[CH:6][CH:5]=[CH:4][CH:3]=1.B(Br)(Br)Br, predict the reaction product. The product is: [CH2:1]([N:8]1[C:17]2[C:12](=[C:13]([N:19]3[CH2:20][CH2:21][NH:22][CH2:23][CH2:24]3)[CH:14]=[C:15]([Cl:18])[CH:16]=2)[C:11](=[O:25])[N:10]([CH2:26][C:27]2[CH:32]=[CH:31][CH:30]=[CH:29][C:28]=2[OH:33])[C:9]1=[O:35])[C:2]1[CH:7]=[CH:6][CH:5]=[CH:4][CH:3]=1. (6) Given the reactants [CH:1]1([C:4](=[O:10])[CH2:5][C:6]([O:8][CH3:9])=[O:7])[CH2:3][CH2:2]1.[H-].[Na+].Br[CH2:14][CH2:15][CH2:16][CH2:17]Br, predict the reaction product. The product is: [CH3:9][O:8][C:6]([C:5]1([C:4]([CH:1]2[CH2:3][CH2:2]2)=[O:10])[CH2:17][CH2:16][CH2:15][CH2:14]1)=[O:7]. (7) Given the reactants [CH3:1][C:2]1[O:13][C:5]2[CH2:6][N:7]([CH3:12])[CH2:8][CH2:9][CH:10]([OH:11])[C:4]=2[CH:3]=1.[C:14]([C:17]1[CH:22]=[CH:21][C:20](F)=[C:19]([Cl:24])[CH:18]=1)(=[O:16])[NH2:15], predict the reaction product. The product is: [ClH:24].[C:14]([C:17]1[CH:22]=[CH:21][C:20]([O:11][CH:10]2[CH2:9][CH2:8][N:7]([CH3:12])[CH2:6][C:5]3[O:13][C:2]([CH3:1])=[CH:3][C:4]2=3)=[C:19]([Cl:24])[CH:18]=1)(=[O:16])[NH2:15]. (8) Given the reactants [CH3:1][Al](C)C.[C:5]([C:8]1[N:9]=[C:10]([Cl:17])[S:11][C:12]=1[C:13]([O:15][CH3:16])=[O:14])(=[O:7])[CH3:6], predict the reaction product. The product is: [Cl:17][C:10]1[S:11][C:12]([C:13]([O:15][CH3:16])=[O:14])=[C:8]([C:5]([OH:7])([CH3:1])[CH3:6])[N:9]=1. (9) Given the reactants Br[CH2:2][CH2:3][CH2:4][CH2:5][O:6][C:7]1[CH:12]=[CH:11][C:10]([N:13]([CH3:27])[S:14]([C:17]2[CH:22]=[CH:21][C:20]([C:23]([F:26])([F:25])[F:24])=[CH:19][CH:18]=2)(=[O:16])=[O:15])=[CH:9][CH:8]=1.[CH2:28]([NH:30][CH2:31][CH3:32])[CH3:29], predict the reaction product. The product is: [CH2:28]([N:30]([CH2:31][CH3:32])[CH2:2][CH2:3][CH2:4][CH2:5][O:6][C:7]1[CH:12]=[CH:11][C:10]([N:13]([CH3:27])[S:14]([C:17]2[CH:22]=[CH:21][C:20]([C:23]([F:26])([F:25])[F:24])=[CH:19][CH:18]=2)(=[O:16])=[O:15])=[CH:9][CH:8]=1)[CH3:29].